Dataset: Forward reaction prediction with 1.9M reactions from USPTO patents (1976-2016). Task: Predict the product of the given reaction. (1) Given the reactants [CH2:1]=[CH:2][CH2:3][CH2:4][CH2:5][CH2:6][CH2:7][CH2:8][CH2:9][CH2:10][CH2:11]C.[CH:13]([OH:15])=O.OO.CO.S(=O)(=O)(O)[OH:21], predict the reaction product. The product is: [CH2:13]([OH:15])[CH:11]([OH:21])[CH2:10][CH2:9][CH2:8][CH2:7][CH2:6][CH2:5][CH2:4][CH2:3][CH2:2][CH3:1]. (2) Given the reactants [O:1]=[C:2]1[C:10](=[O:11])[C:9]2[C:4](=[CH:5][CH:6]=[C:7]([O:12][C:13]([F:16])([F:15])[F:14])[CH:8]=2)[N:3]1[CH:17]([CH2:21][CH:22]([CH3:24])[CH3:23])[C:18]([OH:20])=O.[CH3:25][N:26]1[CH:30]=[CH:29][C:28]([NH2:31])=[N:27]1.C(N(CC)C(C)C)(C)C.F[P-](F)(F)(F)(F)F.N1(O[P+](N(C)C)(N(C)C)N(C)C)C2C=CC=CC=2N=N1, predict the reaction product. The product is: [CH3:25][N:26]1[CH:30]=[CH:29][C:28]([NH:31][C:18](=[O:20])[CH:17]([N:3]2[C:4]3[C:9](=[CH:8][C:7]([O:12][C:13]([F:16])([F:14])[F:15])=[CH:6][CH:5]=3)[C:10](=[O:11])[C:2]2=[O:1])[CH2:21][CH:22]([CH3:24])[CH3:23])=[N:27]1. (3) Given the reactants C(OC(=O)[NH:7][C:8](=[NH:43])[C:9]1[S:10][C:11]([S:41][CH3:42])=[C:12]([S:14]([C:17]2[CH:22]=[CH:21][CH:20]=[C:19]([C:23]3[C:31]4[N:30]=[CH:29][N:28](COCC[Si](C)(C)C)[C:27]=4[CH:26]=[CH:25][C:24]=3[CH3:40])[CH:18]=2)(=[O:16])=[O:15])[CH:13]=1)(C)(C)C, predict the reaction product. The product is: [CH3:40][C:24]1[CH:25]=[CH:26][C:27]2[NH:28][CH:29]=[N:30][C:31]=2[C:23]=1[C:19]1[CH:18]=[C:17]([S:14]([C:12]2[CH:13]=[C:9]([C:8]([NH2:43])=[NH:7])[S:10][C:11]=2[S:41][CH3:42])(=[O:15])=[O:16])[CH:22]=[CH:21][CH:20]=1. (4) Given the reactants [C:1]([N:5]1[CH:9]=[C:8](B2OC(C)(C)C(C)(C)O2)[CH:7]=[N:6]1)([CH3:4])([CH3:3])[CH3:2].[C:19](=[O:22])([O-])[O-].[Cs+].[Cs+].O1[CH2:30][CH2:29]OCC1, predict the reaction product. The product is: [C:1]([N:5]1[CH:9]=[C:8]([C:8]2[CH:7]=[C:19]([OH:22])[C:1]3[N:5]([N:6]=[CH:29][CH:30]=3)[CH:9]=2)[CH:7]=[N:6]1)([CH3:2])([CH3:3])[CH3:4]. (5) Given the reactants C([Si](C)(C)[O:6][CH2:7][CH2:8][N:9]1[CH2:31][CH2:30][N:12]2[C:13]3[CH:14]=[CH:15][C:16]([O:20][CH:21]4[CH2:26][CH2:25][N:24]([CH:27]([CH3:29])[CH3:28])[CH2:23][CH2:22]4)=[CH:17][C:18]=3[CH:19]=[C:11]2[C:10]1=[O:32])(C)(C)C.FC(F)(F)C(O)=O, predict the reaction product. The product is: [OH:6][CH2:7][CH2:8][N:9]1[CH2:31][CH2:30][N:12]2[C:13]3[CH:14]=[CH:15][C:16]([O:20][CH:21]4[CH2:22][CH2:23][N:24]([CH:27]([CH3:29])[CH3:28])[CH2:25][CH2:26]4)=[CH:17][C:18]=3[CH:19]=[C:11]2[C:10]1=[O:32]. (6) Given the reactants [CH:1]#[C:2][CH2:3][CH2:4][CH2:5][CH3:6].[Li]CCCC.Br[CH2:13][CH2:14][CH2:15][CH:16]=[CH2:17].[Na+].[I-], predict the reaction product. The product is: [CH2:1]=[CH:2][CH2:3][CH2:4][CH2:5][C:6]#[C:13][CH2:14][CH2:15][CH2:16][CH3:17]. (7) The product is: [C:37]([C:31]1([NH:30][C:14](=[O:16])[C@@H:13]([NH:17][C@@H:18]([C:23]2[CH:28]=[CH:27][C:26]([F:29])=[CH:25][CH:24]=2)[C:19]([F:20])([F:21])[F:22])[CH2:12][S:9]([CH2:8][C:5]2[CH:6]=[CH:7][C:2]([F:1])=[CH:3][CH:4]=2)(=[O:10])=[O:11])[CH2:36][CH2:35][S:34][CH2:33][CH2:32]1)#[N:38]. Given the reactants [F:1][C:2]1[CH:7]=[CH:6][C:5]([CH2:8][S:9]([CH2:12][C@H:13]([NH:17][C@@H:18]([C:23]2[CH:28]=[CH:27][C:26]([F:29])=[CH:25][CH:24]=2)[C:19]([F:22])([F:21])[F:20])[C:14]([OH:16])=O)(=[O:11])=[O:10])=[CH:4][CH:3]=1.[NH2:30][C:31]1([C:37]#[N:38])[CH2:36][CH2:35][S:34][CH2:33][CH2:32]1.C(NC(C)C)(C)C.F[P-](F)(F)(F)(F)F.N1(OC(N(C)C)=[N+](C)C)C2N=CC=CC=2N=N1, predict the reaction product. (8) Given the reactants [CH3:1][Si:2]([CH3:9])([CH3:8])[O:3][Si:4]([CH3:7])([CH3:6])[CH3:5].F[C:11](F)(S(O)(=O)=O)[C:12](F)(F)[C:13](F)(F)C(F)(F)F.N, predict the reaction product. The product is: [CH3:1][Si:2]([CH3:9])([CH3:8])[O:3][Si:4]([CH3:7])([CH3:6])[CH2:5][CH2:11][CH2:12][CH3:13]. (9) Given the reactants Cl[C:2]1[CH:7]=[N:6][CH:5]=[C:4]([Cl:8])[N:3]=1.[Cl:9][C:10]1[CH:11]=[C:12]([OH:16])[CH:13]=[CH:14][CH:15]=1.CCOC(C)=O, predict the reaction product. The product is: [Cl:8][C:4]1[CH:5]=[N:6][CH:7]=[C:2]([O:16][C:12]2[CH:13]=[CH:14][CH:15]=[C:10]([Cl:9])[CH:11]=2)[N:3]=1. (10) Given the reactants [C:1]([CH:5]1[CH2:18][C:17]2[O:16][C:15](=O)[CH:14]3[CH:9]([CH:10]=[N:11][CH:12]=[CH:13]3)[C:8]=2[CH2:7][O:6]1)([CH3:4])([CH3:3])[CH3:2].CO.[NH3:22], predict the reaction product. The product is: [C:1]([CH:5]1[CH2:18][C:17]2[NH:22][C:15](=[O:16])[CH:14]3[CH:9]([CH:10]=[N:11][CH:12]=[CH:13]3)[C:8]=2[CH2:7][O:6]1)([CH3:4])([CH3:3])[CH3:2].